Dataset: Catalyst prediction with 721,799 reactions and 888 catalyst types from USPTO. Task: Predict which catalyst facilitates the given reaction. (1) Reactant: [CH3:1][C:2]12[C:14]3[C:6](=[CH:7][C:8]([NH2:15])=[CH:9][C:10]=3[CH2:11][CH2:12][CH2:13]1)[CH2:5][CH2:4][CH2:3]2.Cl[C:17]1[N:22]=[CH:21][C:20]([C:23]([O:25][CH2:26][CH3:27])=[O:24])=[CH:19][N:18]=1.C(=O)([O-])[O-].[K+].[K+]. Product: [CH3:1][C:2]12[C:14]3[C:6](=[CH:7][C:8]([NH:15][C:17]4[N:18]=[CH:19][C:20]([C:23]([O:25][CH2:26][CH3:27])=[O:24])=[CH:21][N:22]=4)=[CH:9][C:10]=3[CH2:11][CH2:12][CH2:13]1)[CH2:5][CH2:4][CH2:3]2. The catalyst class is: 6. (2) Reactant: [CH2:1]([N:8]1[CH2:17][CH2:16][C:15]2[C:14](Cl)=[N:13][CH:12]=[N:11][C:10]=2[CH2:9]1)[C:2]1[CH:7]=[CH:6][CH:5]=[CH:4][CH:3]=1.[NH:19]1[CH2:24][CH2:23][O:22][CH2:21][CH2:20]1. Product: [CH2:1]([N:8]1[CH2:17][CH2:16][C:15]2[C:14]([N:19]3[CH2:24][CH2:23][O:22][CH2:21][CH2:20]3)=[N:13][CH:12]=[N:11][C:10]=2[CH2:9]1)[C:2]1[CH:7]=[CH:6][CH:5]=[CH:4][CH:3]=1. The catalyst class is: 32. (3) Reactant: [CH3:1][C:2]1[N:3]=[C:4]2[CH:12]=[CH:11][CH:10]=[C:9]3[N:5]2[C:6]=1[C:7](=[O:27])[N:8]3[CH2:13][CH2:14][CH2:15][N:16]1C(=O)C2=CC=CC=C2C1=O.O.NN. Product: [NH2:16][CH2:15][CH2:14][CH2:13][N:8]1[C:9]2[N:5]3[C:4](=[N:3][C:2]([CH3:1])=[C:6]3[C:7]1=[O:27])[CH:12]=[CH:11][CH:10]=2. The catalyst class is: 8. (4) Reactant: [N:1]([C@H:4]1[C:17]2[CH:16]=[CH:15][C:14]3[CH2:13][N:12](C(=O)C(F)(F)F)[CH2:11][CH2:10][C:9]=3[C:8]=2[CH2:7][CH2:6][CH2:5]1)=[N+:2]=[N-:3].[OH-].[Na+]. Product: [N:1]([C@H:4]1[C:17]2[CH:16]=[CH:15][C:14]3[CH2:13][NH:12][CH2:11][CH2:10][C:9]=3[C:8]=2[CH2:7][CH2:6][CH2:5]1)=[N+:2]=[N-:3]. The catalyst class is: 87. (5) Reactant: [CH:1]1([NH:4][CH2:5][CH2:6][CH2:7][OH:8])[CH2:3][CH2:2]1.CCN(C(C)C)C(C)C.[Cl:18][C:19]1[N:24]=[C:23](Cl)[CH:22]=[C:21]([Cl:26])[N:20]=1.CCOC(C)=O. Product: [CH:1]1([N:4]([C:23]2[CH:22]=[C:21]([Cl:26])[N:20]=[C:19]([Cl:18])[N:24]=2)[CH2:5][CH2:6][CH2:7][OH:8])[CH2:3][CH2:2]1. The catalyst class is: 9. (6) Reactant: [C:1]([N:5]1[C:13]2[C:8](=[CH:9][C:10]([N+:14]([O-])=O)=[CH:11][CH:12]=2)[CH:7]=[CH:6]1)([CH3:4])([CH3:3])[CH3:2]. Product: [C:1]([N:5]1[C:13]2[C:8](=[CH:9][C:10]([NH2:14])=[CH:11][CH:12]=2)[CH:7]=[CH:6]1)([CH3:4])([CH3:2])[CH3:3]. The catalyst class is: 181. (7) Reactant: [F:1][C:2]([F:14])([F:13])[C:3]1[S:7][CH:6]=[N:5][C:4]=1[C:8](OCC)=[O:9].[BH4-].[Li+].CO. Product: [F:14][C:2]([F:1])([F:13])[C:3]1[S:7][CH:6]=[N:5][C:4]=1[CH2:8][OH:9]. The catalyst class is: 1. (8) Reactant: [C:1]([C:3]1[CH:4]=[C:5]([C@H:10]([NH:14][S@@:15]([C:17]([CH3:20])([CH3:19])[CH3:18])=[O:16])[CH2:11][CH:12]=C)[CH:6]=[C:7]([F:9])[CH:8]=1)#[N:2].C(Cl)Cl.C1C=C(Cl)C=C(C(OO)=[O:32])C=1.[C:35]([O-:38])([O-])=O.[K+].[K+]. Product: [C:1]([C:3]1[CH:4]=[C:5]([C@H:10]([NH:14][S:15]([C:17]([CH3:20])([CH3:19])[CH3:18])(=[O:16])=[O:32])[CH2:11][CH:12]2[CH2:35][O:38]2)[CH:6]=[C:7]([F:9])[CH:8]=1)#[N:2]. The catalyst class is: 6.